This data is from Rat liver microsome stability data. The task is: Regression/Classification. Given a drug SMILES string, predict its absorption, distribution, metabolism, or excretion properties. Task type varies by dataset: regression for continuous measurements (e.g., permeability, clearance, half-life) or binary classification for categorical outcomes (e.g., BBB penetration, CYP inhibition). Dataset: rlm. (1) The drug is COc1ccc(-n2c(C)c(C(C)=O)c3cc(O)ccc32)cc1. The result is 1 (stable in rat liver microsomes). (2) The compound is CNCC(O)CCN1c2ccccc2N(c2ccccc2F)S1(=O)=O. The result is 1 (stable in rat liver microsomes). (3) The drug is Cc1nc(C(=O)N2CC(F)CC[C@H]2CNC(=O)c2cccc3occc23)c(-c2ccccc2)s1. The result is 0 (unstable in rat liver microsomes). (4) The molecule is CN(C)C(=N)N=C(N)NS(=O)(=O)c1ccc(C(F)(F)F)cc1[N+](=O)[O-]. The result is 0 (unstable in rat liver microsomes).